The task is: Predict the product of the given reaction.. This data is from Forward reaction prediction with 1.9M reactions from USPTO patents (1976-2016). (1) Given the reactants Br[C:2]1[CH:3]=[N:4][CH:5]=[C:6]([Br:8])[CH:7]=1.C(=O)([O-])[O-].[K+].[K+].[CH2:15](B(O)O)[CH3:16], predict the reaction product. The product is: [Br:8][C:6]1[CH:5]=[N:4][CH:3]=[C:2]([CH2:15][CH3:16])[CH:7]=1. (2) Given the reactants [O:1]1[CH:5]=[CH:4][CH:3]=[C:2]1[C:6]1[N:10]([C:11]2[S:12][CH:13]=[C:14]([C:16]([NH2:18])=O)[N:15]=2)[N:9]=[C:8]([C:19]([F:22])([F:21])[F:20])[CH:7]=1.B.C1COCC1.B, predict the reaction product. The product is: [O:1]1[CH:5]=[CH:4][CH:3]=[C:2]1[C:6]1[N:10]([C:11]2[S:12][CH:13]=[C:14]([CH2:16][NH2:18])[N:15]=2)[N:9]=[C:8]([C:19]([F:20])([F:21])[F:22])[CH:7]=1. (3) Given the reactants [Br:1][C:2]1[CH:3]=[CH:4][C:5]([N+:10]([O-:12])=[O:11])=[C:6](SC)[CH:7]=1.[CH:13]1C=C(Cl)C=C(C(OO)=O)C=1.[O-:24][S:25]([O-:28])(=S)=O.[Na+].[Na+], predict the reaction product. The product is: [Br:1][C:2]1[CH:7]=[CH:6][C:5]([N+:10]([O-:12])=[O:11])=[C:4]([S:25]([CH3:13])(=[O:28])=[O:24])[CH:3]=1. (4) Given the reactants C([O:4][C:5]([C:7]1([CH2:13][CH:14]([CH2:17][CH3:18])[CH2:15][CH3:16])[CH2:12][CH2:11][CH2:10][CH2:9][CH2:8]1)=[O:6])(C)C.[I-].[Na+].Br, predict the reaction product. The product is: [CH2:17]([CH:14]([CH2:15][CH3:16])[CH2:13][C:7]1([C:5]([OH:6])=[O:4])[CH2:8][CH2:9][CH2:10][CH2:11][CH2:12]1)[CH3:18]. (5) Given the reactants [F:1][C:2]([F:12])([F:11])[CH:3]1[CH2:8][C:7](=[O:9])[CH2:6][C:5](=[O:10])[CH2:4]1.[O:13](S(C(F)(F)F)(=O)=O)[S:14]([C:17]([F:20])([F:19])[F:18])(=O)=[O:15], predict the reaction product. The product is: [F:18][C:17]([F:20])([F:19])[S:14]([O:9][C:7]1[CH2:8][CH:3]([C:2]([F:11])([F:12])[F:1])[CH2:4][C:5](=[O:10])[CH:6]=1)(=[O:15])=[O:13]. (6) Given the reactants [CH:1]12[O:9][CH:5]([CH2:6][NH:7][CH2:8]1)[CH2:4][N:3]([C:10]([O:12][C:13]([CH3:16])([CH3:15])[CH3:14])=[O:11])[CH2:2]2.Cl[CH2:18][CH2:19][CH2:20][CH2:21][C:22]1[CH:27]=[CH:26][N:25]=[CH:24][CH:23]=1.C([O-])([O-])=O.[K+].[K+], predict the reaction product. The product is: [N:25]1[CH:26]=[CH:27][C:22]([CH2:21][CH2:20][CH2:19][CH2:18][N:7]2[CH2:6][CH:5]3[O:9][CH:1]([CH2:2][N:3]([C:10]([O:12][C:13]([CH3:16])([CH3:15])[CH3:14])=[O:11])[CH2:4]3)[CH2:8]2)=[CH:23][CH:24]=1. (7) The product is: [C:28]([C:27]1[CH:13]([C:5]2[CH:6]=[CH:7][CH:8]=[C:9]3[C:4]=2[O:3][C:2]([CH3:1])=[CH:11][C:10]3=[O:12])[C:17]([C:18]([O:20][CH2:21][CH2:22][CH3:23])=[O:19])=[C:16]([CH3:24])[NH:25][C:26]=1[CH3:30])#[N:29]. Given the reactants [CH3:1][C:2]1[O:3][C:4]2[C:9]([C:10](=[O:12])[CH:11]=1)=[CH:8][CH:7]=[CH:6][C:5]=2[CH:13]=O.O=[C:16]([CH3:24])[CH2:17][C:18]([O:20][CH2:21][CH2:22][CH3:23])=[O:19].[NH2:25]/[C:26](/[CH3:30])=[CH:27]\[C:28]#[N:29].C(O)(=O)C, predict the reaction product. (8) Given the reactants [CH3:1][C:2]1[NH:3][C:4](=O)[C:5]2[CH:10]=[C:9]([CH3:11])[O:8][C:6]=2[N:7]=1.O=P(Cl)(Cl)[Cl:15].C(Cl)(Cl)Cl.CCCCCC, predict the reaction product. The product is: [Cl:15][C:4]1[C:5]2[CH:10]=[C:9]([CH3:11])[O:8][C:6]=2[N:7]=[C:2]([CH3:1])[N:3]=1.